This data is from Forward reaction prediction with 1.9M reactions from USPTO patents (1976-2016). The task is: Predict the product of the given reaction. (1) Given the reactants [CH2:1]([Li])[CH2:2][CH2:3][CH3:4].C(NC(C)C)(C)C.Cl[C:14]1[CH:15]=[N:16][CH:17]=C(Cl)[C:19]=1C.[CH3:22][O:23][C:24]1[CH:25]=[C:26]([CH:32]=[O:33])[N:27]=[N:28][C:29]=1[O:30][CH3:31], predict the reaction product. The product is: [CH3:4][C:3]1[CH:17]=[N:16][CH:15]=[C:14]([CH3:19])[C:2]=1[CH2:1][CH:32]([C:26]1[N:27]=[N:28][C:29]([O:30][CH3:31])=[C:24]([O:23][CH3:22])[CH:25]=1)[OH:33]. (2) Given the reactants C([O-])(=O)C.[Na+].[CH2:6]([O:8][C:9](=[O:23])[CH2:10][C:11](=O)[CH2:12][CH2:13][NH:14][C:15]([O:17][C:18]([CH3:21])([CH3:20])[CH3:19])=[O:16])[CH3:7].[NH2:24][CH2:25][C:26]([C:28]1[CH:33]=[CH:32][CH:31]=[CH:30][CH:29]=1)=O, predict the reaction product. The product is: [CH2:6]([O:8][C:9]([C:10]1[C:26]([C:28]2[CH:33]=[CH:32][CH:31]=[CH:30][CH:29]=2)=[CH:25][NH:24][C:11]=1[CH2:12][CH2:13][NH:14][C:15]([O:17][C:18]([CH3:21])([CH3:20])[CH3:19])=[O:16])=[O:23])[CH3:7]. (3) Given the reactants [CH3:1][C:2]1[N:6]([CH2:7][CH2:8][CH2:9][NH2:10])[CH:5]=[N:4][CH:3]=1.[N:11]([C:14]1[CH:19]=[CH:18][C:17]([C:20]2[O:24][CH:23]=[N:22][CH:21]=2)=[CH:16][CH:15]=1)=[C:12]=[S:13], predict the reaction product. The product is: [CH3:1][C:2]1[N:6]([CH2:7][CH2:8][CH2:9][NH:10][C:12]([NH:11][C:14]2[CH:19]=[CH:18][C:17]([C:20]3[O:24][CH:23]=[N:22][CH:21]=3)=[CH:16][CH:15]=2)=[S:13])[CH:5]=[N:4][CH:3]=1.